This data is from Catalyst prediction with 721,799 reactions and 888 catalyst types from USPTO. The task is: Predict which catalyst facilitates the given reaction. Reactant: P(C)(C)C.[N:5]([CH2:8][C:9]1[N:10]=[N:11][C:12]([C:15]2[C:20]([F:21])=[CH:19][CH:18]=[CH:17][C:16]=2[F:22])=[CH:13][CH:14]=1)=[N+]=[N-].[N:23]([C:26]1[CH:27]=[N:28][CH:29]=[CH:30][C:31]=1[N:32]1[CH2:37][CH2:36][CH2:35][CH:34]([NH:38][C:39](=[O:45])[O:40][C:41]([CH3:44])([CH3:43])[CH3:42])[CH:33]1[CH3:46])=[C:24]=S. Product: [F:22][C:16]1[CH:17]=[CH:18][CH:19]=[C:20]([F:21])[C:15]=1[C:12]1[CH:13]=[CH:14][C:9]2[N:10]([C:24]([NH:23][C:26]3[CH:27]=[N:28][CH:29]=[CH:30][C:31]=3[N:32]3[CH2:37][CH2:36][CH2:35][CH:34]([NH:38][C:39](=[O:45])[O:40][C:41]([CH3:43])([CH3:42])[CH3:44])[CH:33]3[CH3:46])=[N:5][CH:8]=2)[N:11]=1. The catalyst class is: 49.